This data is from Forward reaction prediction with 1.9M reactions from USPTO patents (1976-2016). The task is: Predict the product of the given reaction. (1) The product is: [OH:10][C:7]1[CH:8]=[CH:9][C:4]([CH2:3][CH2:2][NH:1][C:18](=[O:19])[O:20][C:21]([CH3:24])([CH3:23])[CH3:22])=[CH:5][CH:6]=1. Given the reactants [NH2:1][CH2:2][CH2:3][C:4]1[CH:9]=[CH:8][C:7]([OH:10])=[CH:6][CH:5]=1.O.C(=O)([O-])[O-].[K+].[K+].[C:18](O[C:18]([O:20][C:21]([CH3:24])([CH3:23])[CH3:22])=[O:19])([O:20][C:21]([CH3:24])([CH3:23])[CH3:22])=[O:19], predict the reaction product. (2) Given the reactants [CH3:1][CH:2]1[CH2:11][CH:10](O)[C:9]2[C:4](=[CH:5][CH:6]=[CH:7][CH:8]=2)[N:3]1[C:13](=[O:26])[C:14]1[CH:19]=[C:18]([O:20][CH3:21])[C:17]([O:22][CH3:23])=[C:16]([O:24][CH3:25])[CH:15]=1.[NH:27]1[C:36]2[C:31](=[CH:32][C:33]([O:37][CH2:38][CH2:39][CH2:40][CH2:41][C:42]([O:44][CH2:45][CH3:46])=[O:43])=[CH:34][CH:35]=2)[CH2:30][CH2:29][CH2:28]1, predict the reaction product. The product is: [CH3:1][CH:2]1[CH2:11][CH:10]([N:27]2[C:36]3[C:31](=[CH:32][C:33]([O:37][CH2:38][CH2:39][CH2:40][CH2:41][C:42]([O:44][CH2:45][CH3:46])=[O:43])=[CH:34][CH:35]=3)[CH2:30][CH2:29][CH2:28]2)[C:9]2[C:4](=[CH:5][CH:6]=[CH:7][CH:8]=2)[N:3]1[C:13](=[O:26])[C:14]1[CH:15]=[C:16]([O:24][CH3:25])[C:17]([O:22][CH3:23])=[C:18]([O:20][CH3:21])[CH:19]=1. (3) Given the reactants [N:1]1([C:7]2[C:8]3[N:16]=[C:15]([C:17]4[CH:18]=[N:19][CH:20]=[CH:21][CH:22]=4)[S:14][C:9]=3[N:10]=[C:11]([NH2:13])[N:12]=2)[CH2:6][CH2:5][NH:4][CH2:3][CH2:2]1.[CH3:23][O:24][C:25]1[CH:34]=[CH:33][C:28]([CH2:29][N:30]=[C:31]=[O:32])=[CH:27][CH:26]=1, predict the reaction product. The product is: [NH2:13][C:11]1[N:12]=[C:7]([N:1]2[CH2:6][CH2:5][N:4]([C:31]([NH:30][CH2:29][C:28]3[CH:33]=[CH:34][C:25]([O:24][CH3:23])=[CH:26][CH:27]=3)=[O:32])[CH2:3][CH2:2]2)[C:8]2[N:16]=[C:15]([C:17]3[CH:18]=[N:19][CH:20]=[CH:21][CH:22]=3)[S:14][C:9]=2[N:10]=1. (4) Given the reactants [OH-].[Na+].C([O:5][C:6](=[O:37])[CH2:7][CH2:8][C:9]1[CH:14]=[CH:13][C:12]([O:15][CH2:16][CH2:17][CH:18]([O:20][C:21]2[CH:26]=[CH:25][C:24]([CH2:27][CH3:28])=[CH:23][C:22]=2[C:29]2[CH:34]=[CH:33][CH:32]=[CH:31][N:30]=2)[CH3:19])=[CH:11][C:10]=1[CH2:35][CH3:36])C.Cl, predict the reaction product. The product is: [CH2:35]([C:10]1[CH:11]=[C:12]([O:15][CH2:16][CH2:17][CH:18]([O:20][C:21]2[CH:26]=[CH:25][C:24]([CH2:27][CH3:28])=[CH:23][C:22]=2[C:29]2[CH:34]=[CH:33][CH:32]=[CH:31][N:30]=2)[CH3:19])[CH:13]=[CH:14][C:9]=1[CH2:8][CH2:7][C:6]([OH:37])=[O:5])[CH3:36]. (5) Given the reactants [CH2:1]([O:3][C:4]([C:6]1([NH:15][C:16](=[O:25])[C:17]2[CH:22]=[CH:21][CH:20]=[C:19]([CH3:23])[C:18]=2I)[CH2:14][C:13]2[C:8](=[CH:9][CH:10]=[CH:11][CH:12]=2)[CH2:7]1)=[O:5])[CH3:2].[C:26]1(B(O)O)[CH2:30][CH2:29][CH2:28][CH:27]=1, predict the reaction product. The product is: [CH2:1]([O:3][C:4]([C:6]1([NH:15][C:16](=[O:25])[C:17]2[CH:22]=[CH:21][CH:20]=[C:19]([CH3:23])[C:18]=2[C:26]2[CH2:30][CH2:29][CH2:28][CH:27]=2)[CH2:14][C:13]2[C:8](=[CH:9][CH:10]=[CH:11][CH:12]=2)[CH2:7]1)=[O:5])[CH3:2].